Predict which catalyst facilitates the given reaction. From a dataset of Catalyst prediction with 721,799 reactions and 888 catalyst types from USPTO. Reactant: C[O-].[Na+].CC1C=CC(C([NH:11][C:12](=[S:23])[NH:13][C:14]2[CH:19]=[CH:18][CH:17]=[C:16]([N+:20]([O-:22])=[O:21])[CH:15]=2)=O)=CC=1.Cl. Product: [N+:20]([C:16]1[CH:15]=[C:14]([NH:13][C:12]([NH2:11])=[S:23])[CH:19]=[CH:18][CH:17]=1)([O-:22])=[O:21]. The catalyst class is: 5.